This data is from Catalyst prediction with 721,799 reactions and 888 catalyst types from USPTO. The task is: Predict which catalyst facilitates the given reaction. Reactant: [O:1]1[CH:5]=[CH:4][C:3]2[CH:6]=[C:7]([C:10]([OH:12])=O)[CH:8]=[CH:9][C:2]1=2.[N+:13]([CH2:15][C:16]([O:18][CH3:19])=[O:17])#[C-:14].P(C#N)(OCC)(OCC)=O.C(N(CC)CC)C. Product: [O:1]1[CH:5]=[CH:4][C:3]2[CH:6]=[C:7]([C:10]3[O:12][CH:14]=[N:13][C:15]=3[C:16]([O:18][CH3:19])=[O:17])[CH:8]=[CH:9][C:2]1=2. The catalyst class is: 9.